From a dataset of Forward reaction prediction with 1.9M reactions from USPTO patents (1976-2016). Predict the product of the given reaction. (1) Given the reactants [C:1]([O:9][CH2:10][CH3:11])(=[O:8])[CH2:2][C:3]([O:5][CH2:6][CH3:7])=[O:4].[H-].[Na+].Br[C:15]1[N:23]([CH2:24][C:25]2[CH:30]=[CH:29][C:28]([Cl:31])=[CH:27][CH:26]=2)[C:22]2[C:21](=[O:32])[N:20]([CH2:33][CH2:34][CH2:35][O:36][Si:37]([C:40]([CH3:43])([CH3:42])[CH3:41])([CH3:39])[CH3:38])[C:19](=[O:44])[N:18]([CH3:45])[C:17]=2[N:16]=1, predict the reaction product. The product is: [CH2:10]([O:9][C:1](=[O:8])[CH:2]([C:15]1[N:23]([CH2:24][C:25]2[CH:30]=[CH:29][C:28]([Cl:31])=[CH:27][CH:26]=2)[C:22]2[C:21](=[O:32])[N:20]([CH2:33][CH2:34][CH2:35][O:36][Si:37]([C:40]([CH3:41])([CH3:43])[CH3:42])([CH3:38])[CH3:39])[C:19](=[O:44])[N:18]([CH3:45])[C:17]=2[N:16]=1)[C:3]([O:5][CH2:6][CH3:7])=[O:4])[CH3:11]. (2) The product is: [CH:3]12[CH2:10][CH:9]3[CH2:8][CH:7]([CH2:6][CH:5]([CH2:11]3)[CH:4]1[NH:13][C:14]([C:16]1[CH:17]=[N:18][N:19]([C:25]3[CH:34]=[CH:33][C:28]([C:29]([OH:31])=[O:30])=[CH:27][CH:26]=3)[C:20]=1[C:21]([CH3:23])([CH3:24])[CH3:22])=[O:15])[CH2:12]2. Given the reactants [OH-].[Na+].[CH:3]12[CH2:12][CH:7]3[CH2:8][CH:9]([CH2:11][CH:5]([CH2:6]3)[CH:4]1[NH:13][C:14]([C:16]1[CH:17]=[N:18][N:19]([C:25]3[CH:34]=[CH:33][C:28]([C:29]([O:31]C)=[O:30])=[CH:27][CH:26]=3)[C:20]=1[C:21]([CH3:24])([CH3:23])[CH3:22])=[O:15])[CH2:10]2, predict the reaction product. (3) Given the reactants [NH2:1][CH2:2][C@H:3]1[O:8][CH2:7][CH2:6][N:5]([C:9]([O:11][C:12]([CH3:15])([CH3:14])[CH3:13])=[O:10])[CH2:4]1.C(N(CC)CC)C.Cl[C:24]([O:26][CH3:27])=[O:25], predict the reaction product. The product is: [CH3:27][O:26][C:24]([NH:1][CH2:2][C@H:3]1[O:8][CH2:7][CH2:6][N:5]([C:9]([O:11][C:12]([CH3:15])([CH3:14])[CH3:13])=[O:10])[CH2:4]1)=[O:25]. (4) Given the reactants C[O:2][C:3](=O)[CH:4]([C:29]1[CH:34]=[CH:33][C:32]([S:35][CH3:36])=[CH:31][CH:30]=1)[CH2:5][C:6]1[CH:11]=[CH:10][CH:9]=[C:8]([C:12]2[CH:13]=[C:14]([C:22]([S:25]([CH3:28])(=[O:27])=[O:26])([CH3:24])[CH3:23])[CH:15]=[C:16]3[C:21]=2[N:20]=[CH:19][CH:18]=[CH:17]3)[CH:7]=1.CC(C[Al]CC(C)C)C, predict the reaction product. The product is: [CH3:28][S:25]([C:22]([C:14]1[CH:15]=[C:16]2[C:21](=[C:12]([C:8]3[CH:7]=[C:6]([CH2:5][CH:4]([C:29]4[CH:34]=[CH:33][C:32]([S:35][CH3:36])=[CH:31][CH:30]=4)[CH:3]=[O:2])[CH:11]=[CH:10][CH:9]=3)[CH:13]=1)[N:20]=[CH:19][CH:18]=[CH:17]2)([CH3:24])[CH3:23])(=[O:26])=[O:27]. (5) Given the reactants [Br:1][C:2]1[CH:7]=[CH:6][C:5]([S:8](Cl)(=[O:10])=[O:9])=[CH:4][CH:3]=1.[CH3:12][NH:13][CH2:14][C:15]1[CH:16]=[C:17]([CH:31]=[CH:32][CH:33]=1)[C:18]([N:20]1[C:29]2[C:24](=[CH:25][CH:26]=[CH:27][CH:28]=2)[NH:23][C:22](=[O:30])[CH2:21]1)=[O:19].C(N(CC)CC)C, predict the reaction product. The product is: [Br:1][C:2]1[CH:7]=[CH:6][C:5]([S:8]([N:13]([CH3:12])[CH2:14][C:15]2[CH:33]=[CH:32][CH:31]=[C:17]([C:18]([N:20]3[C:29]4[C:24](=[CH:25][CH:26]=[CH:27][CH:28]=4)[NH:23][C:22](=[O:30])[CH2:21]3)=[O:19])[CH:16]=2)(=[O:10])=[O:9])=[CH:4][CH:3]=1. (6) Given the reactants Cl[C:2]1[CH:3]=[C:4]([O:18][CH3:19])[C:5]([NH:8]S(C2N=CN(C)C=2)(=O)=O)=[N:6][CH:7]=1.[F:20][C:21]([F:33])([F:32])[C:22]1[N:27]=[CH:26][C:25]([S:28](Cl)(=[O:30])=[O:29])=[CH:24][CH:23]=1.CN1C=C(S(Cl)(=O)=O)N=C1.COC1C(N)=NC=CC=1.ClC1C=C(OC)C(N)=NC=1, predict the reaction product. The product is: [CH3:19][O:18][C:4]1[C:5]([NH:8][S:28]([C:25]2[CH:26]=[N:27][C:22]([C:21]([F:33])([F:32])[F:20])=[CH:23][CH:24]=2)(=[O:30])=[O:29])=[N:6][CH:7]=[CH:2][CH:3]=1.